Dataset: Peptide-MHC class II binding affinity with 134,281 pairs from IEDB. Task: Regression. Given a peptide amino acid sequence and an MHC pseudo amino acid sequence, predict their binding affinity value. This is MHC class II binding data. (1) The binding affinity (normalized) is 0.128. The peptide sequence is AGYTPAAPAGAEPAGKATTE. The MHC is DRB1_1201 with pseudo-sequence DRB1_1201. (2) The peptide sequence is MKYLAAFLLLGLAGN. The MHC is HLA-DPA10201-DPB11401 with pseudo-sequence HLA-DPA10201-DPB11401. The binding affinity (normalized) is 0.247. (3) The peptide sequence is LQMVGMRRPQQGASG. The MHC is DRB5_0101 with pseudo-sequence DRB5_0101. The binding affinity (normalized) is 0.486. (4) The peptide sequence is LKRGEITHHAVSRGSAK. The MHC is DRB5_0101 with pseudo-sequence DRB5_0101. The binding affinity (normalized) is 0.435. (5) The peptide sequence is DSVTPMILKAQKGGNL. The MHC is DRB1_0901 with pseudo-sequence DRB1_0901. The binding affinity (normalized) is 0.481.